From a dataset of Forward reaction prediction with 1.9M reactions from USPTO patents (1976-2016). Predict the product of the given reaction. Given the reactants [CH3:1][C:2]1[CH:3]=[C:4]2[C:9](=[CH:10][CH:11]=1)[CH:8]=[N:7][C:6]([OH:12])=[CH:5]2.C(N(CC)CC)C.[F:20][C:21]([F:34])([F:33])[S:22](O[S:22]([C:21]([F:34])([F:33])[F:20])(=[O:24])=[O:23])(=[O:24])=[O:23], predict the reaction product. The product is: [CH3:1][C:2]1[CH:3]=[C:4]2[C:9](=[CH:10][CH:11]=1)[CH:8]=[N:7][C:6]([O:12][S:22]([C:21]([F:34])([F:33])[F:20])(=[O:24])=[O:23])=[CH:5]2.